From a dataset of Reaction yield outcomes from USPTO patents with 853,638 reactions. Predict the reaction yield, written as a fraction of the theoretical maximum amount of product (1.0 means a 100% yield; for example, 0.34 means a 34% yield). (1) The reactants are [CH2:1]([O:3][C:4](=[O:14])[C@@H:5]([C@H:7]([C:9]([O:11][CH2:12][CH3:13])=[O:10])O)O)[CH3:2].Br[N:16]1C(C)(C)C(=O)[N:19](Br)[C:17]1=O.C=O.C([O-])(=O)C.[NH4+].[OH-].[Na+]. The catalyst is C(OCC)(=O)C.C(O)(=O)C. The product is [NH:16]1[C:5]([C:4]([O:3][CH2:1][CH3:2])=[O:14])=[C:7]([C:9]([O:11][CH2:12][CH3:13])=[O:10])[N:19]=[CH:17]1. The yield is 0.600. (2) The reactants are [C:1]([O:5][C:6]([N:8]1[CH2:13][C:12](=[O:14])[N:11]([C:15]2[CH:20]=[CH:19][C:18]([C:21]([O:23][CH3:24])=[O:22])=[CH:17][CH:16]=2)[C@@H:10]([CH2:25][OH:26])[CH2:9]1)=[O:7])([CH3:4])([CH3:3])[CH3:2].[CH:27]1[C:36]2[C:31](=[CH:32][CH:33]=[CH:34][CH:35]=2)[CH:30]=[CH:29][C:28]=1O. No catalyst specified. The product is [C:1]([O:5][C:6]([N:8]1[CH2:13][C:12](=[O:14])[N:11]([C:15]2[CH:20]=[CH:19][C:18]([C:21]([O:23][CH3:24])=[O:22])=[CH:17][CH:16]=2)[C@@H:10]([CH2:25][O:26][C:29]2[CH:28]=[CH:27][C:36]3[C:31](=[CH:32][CH:33]=[CH:34][CH:35]=3)[CH:30]=2)[CH2:9]1)=[O:7])([CH3:4])([CH3:3])[CH3:2]. The yield is 0.640. (3) The reactants are [OH-].[K+].[Cl:3][C:4]1[CH:5]=[C:6]2[C:15](=[CH:16][CH:17]=1)[C:14]([NH2:18])=[C:13]1[C:8]([CH2:9][CH2:10][CH2:11][CH2:12]1)=[N:7]2.[Br:19][CH2:20][CH2:21][CH2:22][CH2:23][CH2:24][CH2:25][CH2:26]Br. The catalyst is CS(C)=O. The product is [Br:19][CH2:20][CH2:21][CH2:22][CH2:23][CH2:24][CH2:25][CH2:26][NH:18][C:14]1[C:15]2[C:6]([N:7]=[C:8]3[C:13]=1[CH2:12][CH2:11][CH2:10][CH2:9]3)=[CH:5][C:4]([Cl:3])=[CH:17][CH:16]=2. The yield is 0.350. (4) The reactants are [CH2:1]([O:8][C:9](=[O:24])[CH2:10][CH2:11][C@H:12]([NH:16][C:17]([O:19][C:20]([CH3:23])([CH3:22])[CH3:21])=[O:18])[C:13]([OH:15])=[O:14])[C:2]1[CH:7]=[CH:6][CH:5]=[CH:4][CH:3]=1.[CH:25]1(O)[CH2:29][CH2:28][CH2:27][CH2:26]1.CCN=C=NCCCN(C)C.Cl.CCOCC. The catalyst is C(Cl)Cl.CN(C=O)C.CN(C1C=CN=CC=1)C. The product is [CH:25]1([O:14][C:13](=[O:15])[C@@H:12]([NH:16][C:17]([O:19][C:20]([CH3:21])([CH3:23])[CH3:22])=[O:18])[CH2:11][CH2:10][C:9]([O:8][CH2:1][C:2]2[CH:7]=[CH:6][CH:5]=[CH:4][CH:3]=2)=[O:24])[CH2:29][CH2:28][CH2:27][CH2:26]1. The yield is 0.800. (5) The reactants are [CH3:1][NH:2][CH:3]([CH2:5]/[CH:6]=[CH:7]/[C:8]1[CH:9]=[N:10][CH:11]=[C:12]([O:14][CH:15]([CH3:17])[CH3:16])[CH:13]=1)[CH3:4].[O:18]=[C:19]([OH:31])[C@@H:20]([C@H:22]([C@H:24]([C@@H:26]([C:28]([OH:30])=[O:29])[OH:27])[OH:25])[OH:23])[OH:21].O. The catalyst is CO. The yield is 0.931. The product is [O:18]=[C:19]([OH:31])[C@@H:20]([C@H:22]([C@H:24]([C@@H:26]([C:28]([OH:30])=[O:29])[OH:27])[OH:25])[OH:23])[OH:21].[CH3:1][NH:2][CH:3]([CH2:5]/[CH:6]=[CH:7]/[C:8]1[CH:9]=[N:10][CH:11]=[C:12]([O:14][CH:15]([CH3:17])[CH3:16])[CH:13]=1)[CH3:4].[CH3:1][NH:2][CH:3]([CH2:5]/[CH:6]=[CH:7]/[C:8]1[CH:9]=[N:10][CH:11]=[C:12]([O:14][CH:15]([CH3:17])[CH3:16])[CH:13]=1)[CH3:4]. (6) The reactants are [C:1]1([CH2:11][NH2:12])[C:10]2[C:5](=[CH:6][CH:7]=[CH:8][CH:9]=2)[CH:4]=[CH:3][CH:2]=1.C(N(CC)CC)C.[C:20](Cl)(=[O:23])[CH:21]=[CH2:22]. The catalyst is O1CCCC1. The product is [C:1]1([CH2:11][NH:12][C:20](=[O:23])[CH:21]=[CH2:22])[C:10]2[C:5](=[CH:6][CH:7]=[CH:8][CH:9]=2)[CH:4]=[CH:3][CH:2]=1. The yield is 0.780. (7) The reactants are [F:1][C:2]1[CH:7]=[C:6]([I:8])[CH:5]=[CH:4][C:3]=1[NH:9][C:10]1[C:11]([C:15]([N:17]2[CH2:20][C:19]([CH2:22][OH:23])([OH:21])[CH2:18]2)=[O:16])=[CH:12][S:13][CH:14]=1.[CH:24]([C:27]1[CH:32]=[C:31]([CH:33]([CH3:35])[CH3:34])[CH:30]=[C:29]([CH:36]([CH3:38])[CH3:37])[C:28]=1[S:39](Cl)(=[O:41])=[O:40])([CH3:26])[CH3:25]. The catalyst is ClCCl.CN(C)C1C=CN=CC=1. The product is [CH3:26][CH:24]([C:27]1[CH:32]=[C:31]([CH:33]([CH3:34])[CH3:35])[CH:30]=[C:29]([CH:36]([CH3:38])[CH3:37])[C:28]=1[S:39]([O:23][CH2:22][C:19]1([OH:21])[CH2:18][N:17]([C:15]([C:11]2[C:10]([NH:9][C:3]3[CH:4]=[CH:5][C:6]([I:8])=[CH:7][C:2]=3[F:1])=[CH:14][S:13][CH:12]=2)=[O:16])[CH2:20]1)(=[O:40])=[O:41])[CH3:25]. The yield is 0.260. (8) The reactants are [N:1]1[C:10]2[C:5](=[CH:6][C:7]([CH2:11][N:12]3[C:16]4=[N:17][C:18]([C:21]5[CH:42]=[CH:41][C:24]([C:25]([NH:27][CH:28]6[CH2:33][CH2:32][N:31](C(OC(C)(C)C)=O)[CH2:30][CH2:29]6)=[O:26])=[CH:23][CH:22]=5)=[CH:19][CH:20]=[C:15]4[N:14]=[N:13]3)=[CH:8][CH:9]=2)[CH:4]=[CH:3][CH:2]=1.[ClH:43]. The catalyst is C1COCC1.CCOCC. The product is [ClH:43].[NH:31]1[CH2:32][CH2:33][CH:28]([NH:27][C:25](=[O:26])[C:24]2[CH:41]=[CH:42][C:21]([C:18]3[N:17]=[C:16]4[N:12]([CH2:11][C:7]5[CH:6]=[C:5]6[C:10](=[CH:9][CH:8]=5)[N:1]=[CH:2][CH:3]=[CH:4]6)[N:13]=[N:14][C:15]4=[CH:20][CH:19]=3)=[CH:22][CH:23]=2)[CH2:29][CH2:30]1. The yield is 0.950. (9) The reactants are C[CH:2]([OH:20])[CH2:3][O:4][CH2:5][CH2:6][O:7][CH2:8][CH2:9][O:10][CH2:11][CH2:12][O:13][CH2:14][CH2:15][O:16][CH2:17][CH2:18][OH:19].[C:21]([O:25][C:26]([CH3:29])([CH3:28])[CH3:27])(=[O:24])[CH:22]=[CH2:23].[CH2:30]1COCC1. The catalyst is [Na]. The product is [C:26]([O:25][C:21](=[O:24])[CH2:22][CH2:23][O:20][CH2:2][CH2:3][O:4][CH2:5][CH2:6][O:7][CH2:8][CH2:9][O:10][CH2:11][CH2:12][O:13][CH2:14][CH2:15][O:16][CH2:17][CH2:18][O:19][CH3:30])([CH3:29])([CH3:28])[CH3:27]. The yield is 0.580.